Dataset: HIV replication inhibition screening data with 41,000+ compounds from the AIDS Antiviral Screen. Task: Binary Classification. Given a drug SMILES string, predict its activity (active/inactive) in a high-throughput screening assay against a specified biological target. (1) The compound is Cc1cc2c(C(C)C)c(O)c(O)c(C=Nc3ccc(N=Nc4ccccc4)cc3)c2c(O)c1-c1c(C)cc2c(C(C)C)c(O)c(O)c(C=Nc3ccc(N=Nc4ccccc4)cc3)c2c1O. The result is 0 (inactive). (2) The compound is O=C1OCCCC2OC(COCc3ccccc3)CC12. The result is 0 (inactive). (3) The compound is COc1ccc(CCCNC(=O)Cc2cc(OC)c(OC)cc2CO)cc1OC. The result is 0 (inactive). (4) The molecule is O=C1c2cccc3cc([N+](=O)[O-])cc(c23)C(=O)N1CCc1ccccn1. The result is 0 (inactive). (5) The result is 0 (inactive). The drug is Cc1ccc(C2OC(COCc3ccc(Cl)cc3)C(OCc3ccc(Cl)cc3)C2O)cc1.